Predict the reactants needed to synthesize the given product. From a dataset of Full USPTO retrosynthesis dataset with 1.9M reactions from patents (1976-2016). (1) Given the product [Cl:25][C:13]1[C:14]2[N:6]([CH:1]3[CH2:2][CH2:3][CH2:4][CH2:5]3)[N:7]=[C:8]([C:17]3[CH:18]=[C:19]([C:22]([NH2:24])=[O:23])[S:20][CH:21]=3)[C:9]=2[C:10]([O:15][CH3:16])=[N:11][CH:12]=1, predict the reactants needed to synthesize it. The reactants are: [CH:1]1([N:6]2[C:14]3[CH:13]=[CH:12][N:11]=[C:10]([O:15][CH3:16])[C:9]=3[C:8]([C:17]3[CH:18]=[C:19]([C:22]([NH2:24])=[O:23])[S:20][CH:21]=3)=[N:7]2)[CH2:5][CH2:4][CH2:3][CH2:2]1.[Cl:25]N1C(=O)CCC1=O.O. (2) Given the product [CH2:1]1[C:4]2([O:9][CH2:8][CH:7]([O:10][C:11]3[CH:16]=[CH:15][N:14]=[C:13]([CH2:18][OH:22])[C:12]=3[CH3:19])[CH2:6][O:5]2)[CH2:3][CH2:2]1, predict the reactants needed to synthesize it. The reactants are: [CH2:1]1[C:4]2([O:9][CH2:8][CH:7]([O:10][C:11]3[CH:16]=[CH:15][N+:14]([O-])=[C:13]([CH3:18])[C:12]=3[CH3:19])[CH2:6][O:5]2)[CH2:3][CH2:2]1.C(OC(=O)C)(=[O:22])C.C(N(CC)CC)C. (3) Given the product [O:1]=[C:2]1[CH:7]2[N:8]([C:9]([O:11][C:12]([CH3:13])([CH3:14])[CH3:15])=[O:10])[CH:4]([CH2:5][CH2:6]2)[CH:3]1[C:16]([O:18][CH3:19])=[O:17], predict the reactants needed to synthesize it. The reactants are: [O:1]=[C:2]1[CH:7]2[N:8]([C:9]([O:11][C:12]([CH3:15])([CH3:14])[CH3:13])=[O:10])[CH:4]([CH:5]=[CH:6]2)[CH:3]1[C:16]([O:18][CH3:19])=[O:17]. (4) Given the product [Cl:1][C:2]1[C:3]([C:30]2[S:34][C:33]([C:35]3([OH:39])[CH2:36][CH2:37][CH2:38]3)=[N:32][CH:31]=2)=[C:4]2[CH:10]=[C:9]([C:11]3[CH:19]=[CH:18][C:14]([C:15]([OH:17])=[O:16])=[CH:13][CH:12]=3)[N:8]([S:20]([C:23]3[CH:24]=[CH:25][C:26]([CH3:27])=[CH:28][CH:29]=3)(=[O:22])=[O:21])[C:5]2=[N:6][CH:7]=1, predict the reactants needed to synthesize it. The reactants are: [Cl:1][C:2]1[C:3]([C:30]2[S:34][C:33]([C:35]3([O:39]COC)[CH2:38][CH2:37][CH2:36]3)=[N:32][CH:31]=2)=[C:4]2[CH:10]=[C:9]([C:11]3[CH:19]=[CH:18][C:14]([C:15]([OH:17])=[O:16])=[CH:13][CH:12]=3)[N:8]([S:20]([C:23]3[CH:29]=[CH:28][C:26]([CH3:27])=[CH:25][CH:24]=3)(=[O:22])=[O:21])[C:5]2=[N:6][CH:7]=1.CO. (5) Given the product [Cl:19][C:5]1[C:6]([NH:8][C:9]2[CH:10]=[C:11]([CH2:15][CH2:16][C:17]#[N:18])[CH:12]=[CH:13][CH:14]=2)=[N:7][C:2]([NH:20][C:21]2[CH:34]=[CH:33][C:24]3[CH2:25][CH2:26][CH2:27][C:28](=[O:32])[N:29]([CH2:30][CH3:31])[C:23]=3[CH:22]=2)=[N:3][CH:4]=1.[Cl:1][C:2]1[N:7]=[C:6]([NH:8][C:9]2[CH:10]=[C:11]([CH2:15][CH2:16][C:17]#[N:18])[CH:12]=[CH:13][CH:14]=2)[C:5]([Cl:19])=[CH:4][N:3]=1, predict the reactants needed to synthesize it. The reactants are: [Cl:1][C:2]1[N:7]=[C:6]([NH:8][C:9]2[CH:10]=[C:11]([CH2:15][CH2:16][C:17]#[N:18])[CH:12]=[CH:13][CH:14]=2)[C:5]([Cl:19])=[CH:4][N:3]=1.[NH2:20][C:21]1[CH:34]=[CH:33][C:24]2[CH2:25][CH2:26][CH2:27][C:28](=[O:32])[N:29]([CH2:30][CH3:31])[C:23]=2[CH:22]=1.